This data is from Reaction yield outcomes from USPTO patents with 853,638 reactions. The task is: Predict the reaction yield, written as a fraction of the theoretical maximum amount of product (1.0 means a 100% yield; for example, 0.34 means a 34% yield). (1) The reactants are [OH:1][C:2]1[C:11]2[C:6](=[CH:7][CH:8]=[CH:9][CH:10]=2)[C:5]([CH2:15][CH2:16][CH3:17])([CH2:12][CH2:13][CH3:14])[C:4](=[O:18])[C:3]=1[C:19]1[NH:24][C:23]2[CH:25]=[CH:26][C:27]([OH:29])=[CH:28][C:22]=2[S:21](=[O:31])(=[O:30])[N:20]=1.Br[CH2:33][C:34]([NH2:36])=[O:35].C(=O)([O-])[O-].[Cs+].[Cs+].C(O)(=O)CC(CC(O)=O)(C(O)=O)O. The catalyst is [I-].C([N+](CCCC)(CCCC)CCCC)CCC.CN(C)C=O. The product is [OH:1][C:2]1[C:11]2[C:6](=[CH:7][CH:8]=[CH:9][CH:10]=2)[C:5]([CH2:12][CH2:13][CH3:14])([CH2:15][CH2:16][CH3:17])[C:4](=[O:18])[C:3]=1[C:19]1[NH:24][C:23]2[CH:25]=[CH:26][C:27]([O:29][CH2:33][C:34]([NH2:36])=[O:35])=[CH:28][C:22]=2[S:21](=[O:30])(=[O:31])[N:20]=1. The yield is 0.520. (2) The reactants are Br[C:2]1[N:6]=[C:5]([CH:7]=[CH:8][C:9]2[N:19]=[C:12]3[N:13]=[C:14]([CH3:18])[CH:15]=[C:16]([CH3:17])[N:11]3[N:10]=2)[N:4]([CH3:20])[N:3]=1.[NH:21]1[CH2:24][CH2:23][CH2:22]1.C1(P(C2C=CC=CC=2)C2C3OC4C(=CC=CC=4P(C4C=CC=CC=4)C4C=CC=CC=4)C(C)(C)C=3C=CC=2)C=CC=CC=1.C1([O-])C=CC=CC=1.[Na+]. The catalyst is O1CCOCC1. The product is [N:21]1([C:2]2[N:6]=[C:5]([CH:7]=[CH:8][C:9]3[N:19]=[C:12]4[N:13]=[C:14]([CH3:18])[CH:15]=[C:16]([CH3:17])[N:11]4[N:10]=3)[N:4]([CH3:20])[N:3]=2)[CH2:24][CH2:23][CH2:22]1. The yield is 0.274.